From a dataset of Full USPTO retrosynthesis dataset with 1.9M reactions from patents (1976-2016). Predict the reactants needed to synthesize the given product. (1) Given the product [CH3:1][O:2][C:3]1[CH:11]=[CH:10][C:9]2[N:8]([CH2:19][C:20]([C:23]3[CH:28]=[CH:27][N:26]=[CH:25][CH:24]=3)([OH:21])[CH3:22])[C:7]3[CH2:12][CH2:13][N:14]([CH3:16])[CH2:15][C:6]=3[C:5]=2[CH:4]=1, predict the reactants needed to synthesize it. The reactants are: [CH3:1][O:2][C:3]1[CH:11]=[CH:10][C:9]2[NH:8][C:7]3[CH2:12][CH2:13][N:14]([CH3:16])[CH2:15][C:6]=3[C:5]=2[CH:4]=1.[H-].[Na+].[CH3:19][C:20]1([C:23]2[CH:28]=[CH:27][N:26]=[CH:25][CH:24]=2)[CH2:22][O:21]1. (2) Given the product [CH2:31]([O:33][C:34]([C:36]1[C:37]([O:48][C:25](=[O:24])[C:26]([CH3:29])([CH3:28])[CH3:27])=[C:38]2[C:44]([Br:45])=[C:43]([Br:46])[N:42]([CH3:47])[C:39]2=[CH:40][N:41]=1)=[O:35])[CH3:32], predict the reactants needed to synthesize it. The reactants are: C(OC(C1C([O:24][C:25](=O)[C:26]([CH3:29])([CH3:28])[CH3:27])=C2C(C)=C(C)N(CC3C=CC=CC=3)C2=CN=1)=O)C.[CH2:31]([O:33][C:34]([C:36]1[C:37]([OH:48])=[C:38]2[C:44]([Br:45])=[C:43]([Br:46])[N:42]([CH3:47])[C:39]2=[CH:40][N:41]=1)=[O:35])[CH3:32]. (3) Given the product [Cl:12][C:13]1[CH:21]=[C:20]([C:22]([F:24])([F:25])[F:23])[CH:19]=[C:18]([C:26]([F:27])([F:28])[F:29])[C:14]=1[C:15]([NH:11][CH:7]1[CH2:8][CH2:9][CH2:10][CH:6]1[N:1]1[CH2:2][CH2:3][CH2:4][CH2:5]1)=[O:16], predict the reactants needed to synthesize it. The reactants are: [N:1]1([C@H:6]2[CH2:10][CH2:9][CH2:8][C@H:7]2[NH2:11])[CH2:5][CH2:4][CH2:3][CH2:2]1.[Cl:12][C:13]1[CH:21]=[C:20]([C:22]([F:25])([F:24])[F:23])[CH:19]=[C:18]([C:26]([F:29])([F:28])[F:27])[C:14]=1[C:15](O)=[O:16]. (4) Given the product [O:36]=[C:34]1[N:33]=[C:32]([NH:37][CH2:38][C:39]#[CH:40])/[C:31](=[CH:30]/[CH:27]2[CH2:26][CH2:25][N:24]([CH2:8][C:10]3[CH:17]=[CH:16][C:13]([C:14]#[N:15])=[C:12]([C:18]([F:21])([F:20])[F:19])[CH:11]=3)[CH2:29][CH2:28]2)/[S:35]1, predict the reactants needed to synthesize it. The reactants are: C(N(CC)CC)C.[CH:8]([C:10]1[CH:17]=[CH:16][C:13]([C:14]#[N:15])=[C:12]([C:18]([F:21])([F:20])[F:19])[CH:11]=1)=O.Cl.Cl.[NH:24]1[CH2:29][CH2:28][CH:27](/[CH:30]=[C:31]2/[C:32]([NH:37][CH2:38][C:39]#[CH:40])=[N:33][C:34](=[O:36])[S:35]/2)[CH2:26][CH2:25]1.C(O[BH-](OC(=O)C)OC(=O)C)(=O)C.[Na+]. (5) The reactants are: C(=O)=O.CO.[OH:6][CH:7]([CH2:21][OH:22])[CH2:8][CH2:9][NH:10][C:11](=[O:20])[O:12][CH2:13][C:14]1[CH:19]=[CH:18][CH:17]=[CH:16][CH:15]=1. Given the product [OH:6][C@H:7]([CH2:21][OH:22])[CH2:8][CH2:9][NH:10][C:11](=[O:20])[O:12][CH2:13][C:14]1[CH:19]=[CH:18][CH:17]=[CH:16][CH:15]=1, predict the reactants needed to synthesize it. (6) Given the product [F:26][C:19]1[CH:18]=[C:17]([CH:27]([NH:29][C:30]([C:32]2[N:33]=[C:34]([C:2]3[CH:3]=[CH:4][C:5]4[C:10](=[CH:9][CH:8]=[CH:7][CH:6]=4)[CH:1]=3)[O:35][CH:36]=2)=[O:31])[CH3:28])[CH:16]=[C:15]([F:14])[C:20]=1[NH:21][S:22]([CH3:25])(=[O:24])=[O:23], predict the reactants needed to synthesize it. The reactants are: [CH:1]1[C:10]2[C:5](=[CH:6][CH:7]=[CH:8][CH:9]=2)[CH:4]=[CH:3][C:2]=1B(O)O.[F:14][C:15]1[CH:16]=[C:17]([CH:27]([NH:29][C:30]([C:32]2[N:33]=[C:34](Cl)[O:35][CH:36]=2)=[O:31])[CH3:28])[CH:18]=[C:19]([F:26])[C:20]=1[NH:21][S:22]([CH3:25])(=[O:24])=[O:23].C([O-])([O-])=O.[Cs+].[Cs+]. (7) Given the product [C:19]([O:18][C:16](=[O:17])[NH:23][CH2:24][CH2:25][N:6]1[N:7]=[N:8][C:4]([CH:1]2[CH2:3][CH2:2]2)=[N:5]1)([CH3:22])([CH3:21])[CH3:20], predict the reactants needed to synthesize it. The reactants are: [CH:1]1([C:4]2[N:5]=[N:6][NH:7][N:8]=2)[CH2:3][CH2:2]1.C(N(CC)CC)C.[C:16]([NH:23][CH2:24][CH2:25]Br)([O:18][C:19]([CH3:22])([CH3:21])[CH3:20])=[O:17].